Dataset: Full USPTO retrosynthesis dataset with 1.9M reactions from patents (1976-2016). Task: Predict the reactants needed to synthesize the given product. (1) Given the product [C:1]([N:4]1[CH2:9][CH2:8][CH:7]([N:10]([C@H:22]2[CH2:23][CH2:24][C@H:25]([CH3:28])[CH2:26][CH2:27]2)[C:11]([NH:13][C:14]2[S:15][C:16]([S:19][CH2:38][CH2:39][N:40]3[CH2:45][CH2:44][O:43][CH2:42][CH2:41]3)=[CH:17][N:18]=2)=[O:12])[CH2:6][CH2:5]1)(=[O:3])[CH3:2], predict the reactants needed to synthesize it. The reactants are: [C:1]([N:4]1[CH2:9][CH2:8][CH:7]([N:10]([C@H:22]2[CH2:27][CH2:26][C@H:25]([CH3:28])[CH2:24][CH2:23]2)[C:11]([NH:13][C:14]2[S:15][C:16]([S:19]C#N)=[CH:17][N:18]=2)=[O:12])[CH2:6][CH2:5]1)(=[O:3])[CH3:2].SC[C@@H]([C@@H](CS)O)O.Cl[CH2:38][CH2:39][N:40]1[CH2:45][CH2:44][O:43][CH2:42][CH2:41]1. (2) Given the product [CH3:1][O:2][CH:3]([O:6][CH3:7])[CH2:4][NH:14][CH:8]1[CH2:13][CH2:12][CH2:11][CH2:10][CH2:9]1, predict the reactants needed to synthesize it. The reactants are: [CH3:1][O:2][CH:3]([O:6][CH3:7])[CH:4]=O.[CH:8]1([NH2:14])[CH2:13][CH2:12][CH2:11][CH2:10][CH2:9]1.